From a dataset of Peptide-MHC class I binding affinity with 185,985 pairs from IEDB/IMGT. Regression. Given a peptide amino acid sequence and an MHC pseudo amino acid sequence, predict their binding affinity value. This is MHC class I binding data. (1) The peptide sequence is MPWLTTGPM. The MHC is HLA-C14:02 with pseudo-sequence HLA-C14:02. The binding affinity (normalized) is 0.703. (2) The peptide sequence is FHSRFVQAL. The MHC is HLA-B46:01 with pseudo-sequence HLA-B46:01. The binding affinity (normalized) is 0.0847. (3) The peptide sequence is GLFVYLIRY. The MHC is HLA-A30:01 with pseudo-sequence HLA-A30:01. The binding affinity (normalized) is 0.149. (4) The peptide sequence is YHSNVKEL. The MHC is HLA-A33:01 with pseudo-sequence HLA-A33:01. The binding affinity (normalized) is 0. (5) The peptide sequence is EQLANSDGL. The MHC is H-2-Kb with pseudo-sequence H-2-Kb. The binding affinity (normalized) is 0. (6) The peptide sequence is GFPSLESSF. The MHC is HLA-B15:09 with pseudo-sequence HLA-B15:09. The binding affinity (normalized) is 0.0847. (7) The peptide sequence is KNFLKQVYF. The MHC is H-2-Db with pseudo-sequence H-2-Db. The binding affinity (normalized) is 0.313. (8) The peptide sequence is KTAARHHANY. The MHC is Mamu-B01 with pseudo-sequence Mamu-B01. The binding affinity (normalized) is 0. (9) The peptide sequence is VTERIFREY. The MHC is HLA-A32:01 with pseudo-sequence HLA-A32:01. The binding affinity (normalized) is 0.125.